This data is from Reaction yield outcomes from USPTO patents with 853,638 reactions. The task is: Predict the reaction yield, written as a fraction of the theoretical maximum amount of product (1.0 means a 100% yield; for example, 0.34 means a 34% yield). The reactants are CC1C2N=C[N:7](C3CCCCO3)[C:6]=2C=C(B2OC(C)(C)C(C)(C)O2)C=1.[Br:26][C:27]1[CH:28]=[C:29]([CH3:42])[C:30]2[N:34]=[CH:33][N:32]([CH:35]3CCCC[O:36]3)[C:31]=2[CH:41]=1.B1(B2[O:56][C:55]([CH3:58])([CH3:57])[C:54](C)(C)O2)O[C:54](C)(C)[C:55]([CH3:58])([CH3:57])[O:56]1.ClCCl.C([O-])(=O)C.[K+]. The catalyst is C1C=CC(P(C2C=CC=CC=2)[C-]2C=CC=C2)=CC=1.C1C=CC(P(C2C=CC=CC=2)[C-]2C=CC=C2)=CC=1.Cl[Pd]Cl.[Fe+2].CS(C)=O. The product is [Br:26][C:27]1[CH:28]=[C:29]([CH3:42])[C:30]2[N:34]=[C:33]([NH:7][CH3:6])[N:32]([C:35]([O:56][C:55]([CH3:54])([CH3:57])[CH3:58])=[O:36])[C:31]=2[CH:41]=1. The yield is 0.770.